From a dataset of Experimentally validated miRNA-target interactions with 360,000+ pairs, plus equal number of negative samples. Binary Classification. Given a miRNA mature sequence and a target amino acid sequence, predict their likelihood of interaction. The miRNA is mmu-miR-615-3p with sequence UCCGAGCCUGGGUCUCCCUCUU. The protein sequence of the target gene is MPTVEELYRNYGILADATEQVGQHKDAYQVILDGVKGGTKEKRLAAQFIPKFFKHFPELADSAINAQLDLCEDEDVSIRRQAIKELPQFATGENLPRVADILTQLLQTDDSAEFNLVNNALLSIFKMDAKGTLGGLFSQILQGEDIVRERAIKFLSTKLKTLPDEVLTKEVEELILTESKKVLEDVTGEEFVLFMKILSGLKSLQTVSGRQQLVELVAEQADLEQTFNPSDPDCVDRLLQCTRQAVPLFSKNVHSTRFVTYFCEQVLPNLGTLTTPVEGLDIQLEVLKLLAEMSSFCGDM.... Result: 0 (no interaction).